From a dataset of Catalyst prediction with 721,799 reactions and 888 catalyst types from USPTO. Predict which catalyst facilitates the given reaction. (1) Reactant: [OH:1][CH:2]1[CH2:7][CH2:6][CH:5]([C:8]([O:10][CH2:11][CH3:12])=[O:9])[CH2:4][CH2:3]1.C([O-])([O-])=O.[Cs+].[Cs+].Cl[C:20]1[N:25]=[CH:24][CH:23]=[CH:22][N:21]=1.N1C2C(=CC=C3C=2N=CC=C3)C=CC=1. Product: [N:21]1[CH:22]=[CH:23][CH:24]=[N:25][C:20]=1[O:1][CH:2]1[CH2:3][CH2:4][CH:5]([C:8]([O:10][CH2:11][CH3:12])=[O:9])[CH2:6][CH2:7]1. The catalyst class is: 509. (2) Reactant: CC1C=C(C=CC=1)C(O)=O.O[N:12]1[C:16]2[CH:17]=[CH:18][CH:19]=[CH:20][C:15]=2[N:14]=N1.[CH2:21]([N:23]=[C:24]=NCCCN(C)C)C.CN1CCCC1=[O:38]. Product: [NH:14]1[C:21]2=[N:23][CH:24]=[C:17]([C:16]([NH2:12])=[O:38])[CH:18]=[C:19]2[CH:20]=[CH:15]1. The catalyst class is: 60. (3) Reactant: [NH3:1].[CH:2]1([CH2:8][C:9](Cl)=[O:10])[CH2:7][CH2:6][CH2:5][CH2:4][CH2:3]1. Product: [CH:2]1([CH2:8][C:9]([NH2:1])=[O:10])[CH2:7][CH2:6][CH2:5][CH2:4][CH2:3]1. The catalyst class is: 22.